From a dataset of Catalyst prediction with 721,799 reactions and 888 catalyst types from USPTO. Predict which catalyst facilitates the given reaction. (1) Reactant: O[C@H:2]1[O:10][C@H:9]([CH2:11][OH:12])[C@@H:7]([OH:8])[C@H:5]([OH:6])[C@@H:3]1[OH:4].[NH2:13][C:14]1[CH:19]=[CH:18][C:17]([C:20]2[CH:25]=[CH:24][CH:23]=[C:22]([C:26]([O:28][CH3:29])=[O:27])[CH:21]=2)=[CH:16][CH:15]=1. Product: [OH:4][C@H:3]1[C@@H:5]([OH:6])[C@H:7]([OH:8])[C@@H:9]([CH2:11][OH:12])[O:10][C@@H:2]1[NH:13][C:14]1[CH:15]=[CH:16][C:17]([C:20]2[CH:21]=[C:22]([CH:23]=[CH:24][CH:25]=2)[C:26]([O:28][CH3:29])=[O:27])=[CH:18][CH:19]=1. The catalyst class is: 8. (2) Reactant: [H-].[Na+].[N:3]1([C:8]2[CH:13]=[CH:12][N:11]=[C:10]([C:14]3[NH:15][C:16]([C:21]4[CH:26]=[C:25]([N:27]5[CH2:31][CH2:30][CH2:29][CH2:28]5)[CH:24]=[CH:23][N:22]=4)=[CH:17][C:18](=[O:20])[CH:19]=3)[CH:9]=2)[CH2:7][CH2:6][CH2:5][CH2:4]1.[CH3:32]I. Product: [CH3:32][O:20][C:18]1[CH:17]=[C:16]([C:21]2[CH:26]=[C:25]([N:27]3[CH2:28][CH2:29][CH2:30][CH2:31]3)[CH:24]=[CH:23][N:22]=2)[N:15]=[C:14]([C:10]2[CH:9]=[C:8]([N:3]3[CH2:4][CH2:5][CH2:6][CH2:7]3)[CH:13]=[CH:12][N:11]=2)[CH:19]=1. The catalyst class is: 9.